This data is from Catalyst prediction with 721,799 reactions and 888 catalyst types from USPTO. The task is: Predict which catalyst facilitates the given reaction. (1) Reactant: [OH:1][C@H:2]1[CH2:7][CH2:6][N:5]([C:8]([O:10][C:11]([CH3:14])([CH3:13])[CH3:12])=[O:9])[C@H:4]([CH3:15])[CH2:3]1.CC(C)([O-])C.[K+].F[C:23]1[CH:30]=[CH:29][C:28]([C:31]2[N:36]=[C:35]([NH:37][C:38]3[CH:43]=[CH:42][C:41]([N:44]4[CH2:49][CH2:48][N:47]([CH:50]5[CH2:53][O:52][CH2:51]5)[CH2:46][CH2:45]4)=[CH:40][CH:39]=3)[N:34]=[CH:33][N:32]=2)=[CH:27][C:24]=1[C:25]#[N:26]. Product: [C:25]([C:24]1[CH:27]=[C:28]([C:31]2[N:36]=[C:35]([NH:37][C:38]3[CH:39]=[CH:40][C:41]([N:44]4[CH2:49][CH2:48][N:47]([CH:50]5[CH2:51][O:52][CH2:53]5)[CH2:46][CH2:45]4)=[CH:42][CH:43]=3)[N:34]=[CH:33][N:32]=2)[CH:29]=[CH:30][C:23]=1[O:1][C@H:2]1[CH2:7][CH2:6][N:5]([C:8]([O:10][C:11]([CH3:14])([CH3:13])[CH3:12])=[O:9])[C@H:4]([CH3:15])[CH2:3]1)#[N:26]. The catalyst class is: 2. (2) Reactant: [CH2:1]([C@H:8]1[N:13]([C:14]([C:16]2[CH:20]=[C:19]([CH3:21])[N:18]([C:22]3[CH:27]=[CH:26][CH:25]=[CH:24][CH:23]=3)[C:17]=2[C:28]2[CH:33]=[CH:32][CH:31]=[C:30]([OH:34])[CH:29]=2)=[O:15])[CH2:12][CH2:11][N:10](C(OC(C)(C)C)=O)[CH2:9]1)[C:2]1[CH:7]=[CH:6][CH:5]=[CH:4][CH:3]=1.Br[CH2:43][C:44]([O:46]C(C)(C)C)=[O:45].C(=O)([O-])[O-].[K+].[K+].CN(C=O)C. Product: [CH2:1]([C@@H:8]1[CH2:9][NH:10][CH2:11][CH2:12][N:13]1[C:14]([C:16]1[CH:20]=[C:19]([CH3:21])[N:18]([C:22]2[CH:27]=[CH:26][CH:25]=[CH:24][CH:23]=2)[C:17]=1[C:28]1[CH:29]=[C:30]([CH:31]=[CH:32][CH:33]=1)[O:34][CH2:43][C:44]([OH:46])=[O:45])=[O:15])[C:2]1[CH:7]=[CH:6][CH:5]=[CH:4][CH:3]=1. The catalyst class is: 6. (3) Reactant: [C:1]([C:5]1[S:9][C:8]([NH:10][C:11](=[O:22])[C:12]2[CH:17]=[CH:16][CH:15]=[C:14]([C:18]([F:21])([F:20])[F:19])[CH:13]=2)=[N:7][C:6]=1[CH3:23])([CH3:4])([CH3:3])[CH3:2].[I-].[Na+].[H-].[Na+].[CH2:28]([O:30][CH2:31][CH2:32]Br)[CH3:29]. Product: [C:1]([C:5]1[S:9][C:8](=[N:10][C:11](=[O:22])[C:12]2[CH:17]=[CH:16][CH:15]=[C:14]([C:18]([F:21])([F:19])[F:20])[CH:13]=2)[N:7]([CH2:29][CH2:28][O:30][CH2:31][CH3:32])[C:6]=1[CH3:23])([CH3:4])([CH3:3])[CH3:2]. The catalyst class is: 35. (4) Reactant: [Cl:1][C:2]1[C:15]([C:16]2[NH:20][C:19](=[O:21])[N:18]([C:22]3[CH:27]=[CH:26][C:25]([Cl:28])=[CH:24][CH:23]=3)[N:17]=2)=[CH:14][C:5]([CH2:6][NH:7]C(=O)C(F)(F)F)=[C:4]([F:29])[CH:3]=1.[OH-].[K+].O. Product: [NH2:7][CH2:6][C:5]1[C:4]([F:29])=[CH:3][C:2]([Cl:1])=[C:15]([C:16]2[NH:20][C:19](=[O:21])[N:18]([C:22]3[CH:23]=[CH:24][C:25]([Cl:28])=[CH:26][CH:27]=3)[N:17]=2)[CH:14]=1. The catalyst class is: 1. (5) Reactant: [O:1]1[CH2:6][CH2:5][CH2:4][CH2:3][CH:2]1[N:7]1[C:15]2[C:10](=[CH:11][C:12]([C:16]3[N:20]=[CH:19][N:18]([C:21]([C:34]4[CH:39]=[CH:38][CH:37]=[CH:36][CH:35]=4)([C:28]4[CH:33]=[CH:32][CH:31]=[CH:30][CH:29]=4)[C:22]4[CH:27]=[CH:26][CH:25]=[CH:24][CH:23]=4)[N:17]=3)=[CH:13][CH:14]=2)[C:9]([C:40]2[CH:41]=[C:42]([NH2:46])[CH:43]=[CH:44][CH:45]=2)=[N:8]1.[CH3:47][O:48][CH2:49][C:50](Cl)=[O:51].C(N(CC)CC)C. Product: [CH3:47][O:48][CH2:49][C:50]([NH:46][C:42]1[CH:43]=[CH:44][CH:45]=[C:40]([C:9]2[C:10]3[C:15](=[CH:14][CH:13]=[C:12]([C:16]4[N:20]=[CH:19][N:18]([C:21]([C:28]5[CH:33]=[CH:32][CH:31]=[CH:30][CH:29]=5)([C:22]5[CH:27]=[CH:26][CH:25]=[CH:24][CH:23]=5)[C:34]5[CH:35]=[CH:36][CH:37]=[CH:38][CH:39]=5)[N:17]=4)[CH:11]=3)[N:7]([CH:2]3[CH2:3][CH2:4][CH2:5][CH2:6][O:1]3)[N:8]=2)[CH:41]=1)=[O:51]. The catalyst class is: 7. (6) Reactant: [CH2:1]([N:8]1[C:13](=[O:14])[C:12](Cl)=[C:11]([C:16]2[CH:21]=[CH:20][C:19]([S:22]([CH3:25])(=[O:24])=[O:23])=[CH:18][CH:17]=2)[CH:10]=[N:9]1)[C:2]1[CH:7]=[CH:6][CH:5]=[CH:4][CH:3]=1.[Cl:26][C:27]1[CH:32]=[CH:31][C:30]([OH:33])=[CH:29][CH:28]=1.[H-].[Na+]. Product: [CH2:1]([N:8]1[C:13](=[O:14])[C:12]([O:33][C:30]2[CH:31]=[CH:32][C:27]([Cl:26])=[CH:28][CH:29]=2)=[C:11]([C:16]2[CH:21]=[CH:20][C:19]([S:22]([CH3:25])(=[O:24])=[O:23])=[CH:18][CH:17]=2)[CH:10]=[N:9]1)[C:2]1[CH:7]=[CH:6][CH:5]=[CH:4][CH:3]=1. The catalyst class is: 1.